From a dataset of P-glycoprotein inhibition data for predicting drug efflux from Broccatelli et al.. Regression/Classification. Given a drug SMILES string, predict its absorption, distribution, metabolism, or excretion properties. Task type varies by dataset: regression for continuous measurements (e.g., permeability, clearance, half-life) or binary classification for categorical outcomes (e.g., BBB penetration, CYP inhibition). Dataset: pgp_broccatelli. The molecule is Oc1ccc(/C=C/c2cc(O)cc(O)c2)cc1. The result is 0 (non-inhibitor).